Task: Predict the reactants needed to synthesize the given product.. Dataset: Full USPTO retrosynthesis dataset with 1.9M reactions from patents (1976-2016) Given the product [NH2:17][C:12]1[C:11]2[C:15](=[CH:16][C:8]([C:6]3[N:7]=[C:2]([NH2:1])[N:3]=[C:4]([NH:25][CH:22]4[CH2:24][CH2:23]4)[CH:5]=3)=[CH:9][CH:10]=2)[NH:14][N:13]=1, predict the reactants needed to synthesize it. The reactants are: [NH2:1][C:2]1[N:7]=[C:6]([C:8]2[CH:16]=[C:15]3[C:11]([C:12]([NH2:17])=[N:13][NH:14]3)=[CH:10][CH:9]=2)[CH:5]=[C:4](S(C)(=O)=O)[N:3]=1.[CH:22]1([NH2:25])[CH2:24][CH2:23]1.CCN(C(C)C)C(C)C.